Predict the product of the given reaction. From a dataset of Forward reaction prediction with 1.9M reactions from USPTO patents (1976-2016). (1) Given the reactants [OH2:1].O.O.O.O.O.O.[Cl-].[Ce+3].[Cl-].[Cl-].[CH:12]1([CH2:18][N:19]2[CH2:24][CH2:23][CH2:22][CH:21]([C:25]([O:27][CH2:28][CH3:29])=[O:26])[C:20]2=[O:30])[CH2:17][CH2:16][CH2:15][CH2:14][CH2:13]1.O=O, predict the reaction product. The product is: [CH:12]1([CH2:18][N:19]2[CH2:24][CH2:23][CH2:22][C:21]([OH:1])([C:25]([O:27][CH2:28][CH3:29])=[O:26])[C:20]2=[O:30])[CH2:13][CH2:14][CH2:15][CH2:16][CH2:17]1. (2) Given the reactants [Cl:1][C:2]1[CH:3]=[C:4]([C@H:9]2[C:18]3[C:13](=[CH:14][CH:15]=[CH:16][CH:17]=3)[C:12](=[O:19])[CH2:11][CH2:10]2)[CH:5]=[CH:6][C:7]=1[Cl:8].[Li+].[CH3:21][Si]([N-][Si](C)(C)C)(C)C.[CH3:30]I.[CH2:32]1[CH2:36][O:35][CH2:34][CH2:33]1, predict the reaction product. The product is: [Cl:1][C:2]1[CH:3]=[C:4]([C@H:9]2[C:10]3[C:32](=[CH:33][CH:34]=[CH:30][CH:11]=3)[C:36](=[O:35])[C:13]([CH3:12])([CH3:14])[CH2:18]2)[CH:5]=[CH:6][C:7]=1[Cl:8].[Cl:1][C:2]1[CH:3]=[C:4]([C@H:9]2[C:18]3[C:13](=[CH:14][CH:15]=[CH:16][CH:17]=3)[C:12](=[O:19])[CH:11]([CH3:21])[CH2:10]2)[CH:5]=[CH:6][C:7]=1[Cl:8]. (3) Given the reactants [ClH:1].[NH:2]1[CH:6]=[C:5]([CH2:7][C:8]([OH:10])=[O:9])[N:4]=[CH:3]1.Cl.[CH3:12]O, predict the reaction product. The product is: [ClH:1].[NH:2]1[CH:6]=[C:5]([CH2:7][C:8]([O:10][CH3:12])=[O:9])[N:4]=[CH:3]1. (4) The product is: [F:1][C:2]1[CH:3]=[C:4]([N:8]2[C@@:12]3([CH2:17][CH2:16][NH:15][C@@H:14]([CH3:28])[CH2:13]3)[CH2:11][CH2:10][S:9]2(=[O:30])=[O:29])[CH:5]=[CH:6][CH:7]=1. Given the reactants [F:1][C:2]1[CH:3]=[C:4]([N:8]2[C@@:12]3([CH2:17][CH2:16][N:15](C(OCC4C=CC=CC=4)=O)[C@@H:14]([CH3:28])[CH2:13]3)[CH:11]=[CH:10][S:9]2(=[O:30])=[O:29])[CH:5]=[CH:6][CH:7]=1, predict the reaction product. (5) Given the reactants Br[C:2]1[CH:7]=[CH:6][C:5]([C:8]2([O:12][Si:13]([C:16]([CH3:19])([CH3:18])[CH3:17])([CH3:15])[CH3:14])[CH2:11][O:10][CH2:9]2)=[CH:4][CH:3]=1.[Li]CCCC.[CH3:25][C:26]1([CH3:42])[C:30]([CH3:32])([CH3:31])[O:29][B:28]([B:28]2[O:29][C:30]([CH3:32])([CH3:31])[C:26]([CH3:42])([CH3:25])[O:27]2)[O:27]1, predict the reaction product. The product is: [C:16]([Si:13]([CH3:15])([CH3:14])[O:12][C:8]1([C:5]2[CH:6]=[CH:7][C:2]([B:28]3[O:29][C:30]([CH3:32])([CH3:31])[C:26]([CH3:42])([CH3:25])[O:27]3)=[CH:3][CH:4]=2)[CH2:11][O:10][CH2:9]1)([CH3:19])([CH3:18])[CH3:17].